From a dataset of Reaction yield outcomes from USPTO patents with 853,638 reactions. Predict the reaction yield, written as a fraction of the theoretical maximum amount of product (1.0 means a 100% yield; for example, 0.34 means a 34% yield). (1) The reactants are [Cl:1][C:2]1[C:3]([CH3:29])=[C:4]([NH:10][C@H:11]([C@H:26]([OH:28])[CH3:27])[C:12]([NH:14][NH:15][C:16](=[O:25])[C:17]2[CH:22]=[CH:21][C:20]([C:23]#[N:24])=[CH:19][CH:18]=2)=O)[CH:5]=[CH:6][C:7]=1[C:8]#[N:9].S(Cl)(C1C=CC(C)=CC=1)(=O)=O.C(N=P1(N(CC)CC)N(C)CCCN1C)(C)(C)C. The catalyst is C1COCC1. The product is [Cl:1][C:2]1[C:3]([CH3:29])=[C:4]([NH:10][C@@H:11]([C:12]2[O:25][C:16]([C:17]3[CH:18]=[CH:19][C:20]([C:23]#[N:24])=[CH:21][CH:22]=3)=[N:15][N:14]=2)[C@H:26]([OH:28])[CH3:27])[CH:5]=[CH:6][C:7]=1[C:8]#[N:9]. The yield is 0.210. (2) The reactants are [NH:1]1[C:11]2[C:6](=[CH:7][CH:8]=[CH:9][CH:10]=2)[C:4](=[O:5])[C:2]1=[O:3].[H-].[Na+].BrC[C:16]1[S:20][C:19]2[CH:21]=[CH:22][C:23]([Cl:25])=[CH:24][C:18]=2[CH:17]=1.O1CCOC[CH2:27]1. No catalyst specified. The product is [Cl:25][C:23]1[CH:22]=[CH:21][C:19]2[S:20][CH:16]=[C:17]([CH2:27][N:1]3[C:11]4[C:6](=[CH:7][CH:8]=[CH:9][CH:10]=4)[C:4](=[O:5])[C:2]3=[O:3])[C:18]=2[CH:24]=1. The yield is 0.450. (3) The reactants are [F:1][C:2]1[CH:7]=[CH:6][CH:5]=[C:4]([F:8])[C:3]=1[C:9]1[O:10][C:11]([C:22]([OH:24])=O)=[C:12]([C:14]2[CH:19]=[CH:18][C:17]([O:20][CH3:21])=[CH:16][CH:15]=2)[N:13]=1.O.OC1C2N=N[NH:32]C=2C=CC=1.N.O1CCOCC1.CN(C)CCCN=C=NCC. The catalyst is CN(C=O)C. The product is [F:1][C:2]1[CH:7]=[CH:6][CH:5]=[C:4]([F:8])[C:3]=1[C:9]1[O:10][C:11]([C:22]([NH2:32])=[O:24])=[C:12]([C:14]2[CH:19]=[CH:18][C:17]([O:20][CH3:21])=[CH:16][CH:15]=2)[N:13]=1. The yield is 0.690. (4) The reactants are Br[C:2]1[CH:3]=[N:4][NH:5][CH:6]=1.[Br:7][C:8]1[CH:19]=[CH:18][C:11]([C:12](N(OC)C)=[O:13])=[CH:10][CH:9]=1.C([Li])(C)(C)C. The catalyst is C(OCC)(=O)C. The product is [Br:7][C:8]1[CH:19]=[CH:18][C:11]([C:12]([C:2]2[CH:3]=[N:4][NH:5][CH:6]=2)=[O:13])=[CH:10][CH:9]=1. The yield is 0.440. (5) The reactants are C1([NH:7][C:8]([C:10]2[C:11](=[O:23])[N:12]([CH3:22])[C:13]3[C:18]([C:19]=2O)=[CH:17][C:16]([CH3:21])=[CH:15][CH:14]=3)=O)CCCCC1.P(Cl)(Cl)([Cl:26])=O. No catalyst specified. The product is [Cl:26][C:19]1[C:18]2[C:13](=[CH:14][CH:15]=[C:16]([CH3:21])[CH:17]=2)[N:12]([CH3:22])[C:11](=[O:23])[C:10]=1[C:8]#[N:7]. The yield is 0.540.